Regression. Given two drug SMILES strings and cell line genomic features, predict the synergy score measuring deviation from expected non-interaction effect. From a dataset of NCI-60 drug combinations with 297,098 pairs across 59 cell lines. (1) Drug 2: CC1=C(C(=CC=C1)Cl)NC(=O)C2=CN=C(S2)NC3=CC(=NC(=N3)C)N4CCN(CC4)CCO. Cell line: UACC-257. Synergy scores: CSS=1.66, Synergy_ZIP=-0.284, Synergy_Bliss=0.691, Synergy_Loewe=-4.56, Synergy_HSA=-2.83. Drug 1: C1CN1P(=S)(N2CC2)N3CC3. (2) Drug 1: C1C(C(OC1N2C=NC3=C2NC=NCC3O)CO)O. Drug 2: N.N.Cl[Pt+2]Cl. Cell line: MOLT-4. Synergy scores: CSS=53.4, Synergy_ZIP=0.441, Synergy_Bliss=0.336, Synergy_Loewe=-3.64, Synergy_HSA=1.95. (3) Drug 1: C1=NC2=C(N1)C(=S)N=C(N2)N. Drug 2: COC1=NC(=NC2=C1N=CN2C3C(C(C(O3)CO)O)O)N. Cell line: OVCAR3. Synergy scores: CSS=48.6, Synergy_ZIP=-0.877, Synergy_Bliss=-1.74, Synergy_Loewe=-39.9, Synergy_HSA=-4.62.